Dataset: Reaction yield outcomes from USPTO patents with 853,638 reactions. Task: Predict the reaction yield, written as a fraction of the theoretical maximum amount of product (1.0 means a 100% yield; for example, 0.34 means a 34% yield). (1) The reactants are [OH-].[Na+].C[O:4][C:5](=[O:38])[CH2:6][O:7][C:8]1[CH:17]=[CH:16][C:15]2[C:10](=[CH:11][CH:12]=[C:13]([CH2:18][NH:19][C:20]([C:22]3[CH:23]=[N:24][N:25]([C:31]4[CH:36]=[CH:35][C:34]([Cl:37])=[CH:33][CH:32]=4)[C:26]=3[C:27]([F:30])([F:29])[F:28])=[O:21])[CH:14]=2)[CH:9]=1.O.Cl. The catalyst is CO. The product is [Cl:37][C:34]1[CH:35]=[CH:36][C:31]([N:25]2[C:26]([C:27]([F:30])([F:29])[F:28])=[C:22]([C:20]([NH:19][CH2:18][C:13]3[CH:14]=[C:15]4[C:10](=[CH:11][CH:12]=3)[CH:9]=[C:8]([O:7][CH2:6][C:5]([OH:38])=[O:4])[CH:17]=[CH:16]4)=[O:21])[CH:23]=[N:24]2)=[CH:32][CH:33]=1. The yield is 0.890. (2) The reactants are [O:1]=[S:2]1(=[O:9])[CH2:7][CH2:6][C:5](=[O:8])[CH2:4][CH2:3]1.[BH4-].[Na+].Cl. The catalyst is O. The product is [O:1]=[S:2]1(=[O:9])[CH2:7][CH2:6][CH:5]([OH:8])[CH2:4][CH2:3]1. The yield is 0.900. (3) The reactants are [OH-].[K+].[Br:3][C:4]1[CH:5]=[CH:6][C:7]2[NH:8][C:9]3[C:14]([C:15]=2[CH:16]=1)=[CH:13][C:12]([Br:17])=[CH:11][CH:10]=3.[Br:18][CH2:19][CH2:20][CH2:21]Br. The catalyst is CN(C=O)C.CCOC(C)=O. The product is [Br:17][C:12]1[CH:11]=[CH:10][C:9]2[N:8]([CH2:21][CH2:20][CH2:19][Br:18])[C:7]3[C:15]([C:14]=2[CH:13]=1)=[CH:16][C:4]([Br:3])=[CH:5][CH:6]=3. The yield is 0.286. (4) The catalyst is C(Cl)Cl. The product is [CH3:16][C@H:17]1[NH:18][C@@H:19]([CH3:23])[CH2:20][N:21]([C:11](=[O:13])[CH2:10][C:7]2[CH:6]=[CH:5][C:4]([O:3][C:2]([F:1])([F:15])[F:14])=[CH:9][CH:8]=2)[CH2:22]1. The yield is 0.430. The reactants are [F:1][C:2]([F:15])([F:14])[O:3][C:4]1[CH:9]=[CH:8][C:7]([CH2:10][C:11]([OH:13])=O)=[CH:6][CH:5]=1.[CH3:16][C@H:17]1[CH2:22][NH:21][CH2:20][C@@H:19]([CH3:23])[NH:18]1.C(Cl)CCl. (5) The reactants are [CH2:1]([C:3]1[CH:4]=[CH:5][C:6]([O:17][CH3:18])=[C:7]([C:9]([C:11]2[CH:16]=[CH:15][CH:14]=[CH:13][CH:12]=2)=[O:10])[CH:8]=1)[CH3:2].[CH3:19][Mg]Br.Cl. The catalyst is CCOCC. The product is [CH2:1]([C:3]1[CH:4]=[CH:5][C:6]([O:17][CH3:18])=[C:7]([C:9]([C:11]2[CH:16]=[CH:15][CH:14]=[CH:13][CH:12]=2)([OH:10])[CH3:19])[CH:8]=1)[CH3:2]. The yield is 1.00. (6) The catalyst is O. The product is [NH2:1][C:2]1[CH:9]=[CH:8][C:7]([C:15]2[CH:16]=[CH:17][C:12]([Cl:11])=[CH:13][CH:14]=2)=[CH:6][C:3]=1[C:4]#[N:5]. The yield is 0.830. The reactants are [NH2:1][C:2]1[CH:9]=[CH:8][C:7](Br)=[CH:6][C:3]=1[C:4]#[N:5].[Cl:11][C:12]1[CH:17]=[CH:16][C:15](B(O)O)=[CH:14][CH:13]=1.C(=O)([O-])[O-].[K+].[K+].C(COC)OC. (7) The reactants are [OH:1][C@@H:2]([C:23]1[CH:28]=[CH:27][CH:26]=[CH:25][CH:24]=1)[CH2:3][CH2:4][N:5]1[CH2:10][CH2:9][CH:8]([C:11]2[CH:12]=[C:13]([NH:17][C:18](=[O:22])[CH:19]([CH3:21])[CH3:20])[CH:14]=[CH:15][CH:16]=2)[CH2:7][CH2:6]1.[Cl:29][C:30]1[CH:35]=[CH:34][C:33](O)=[CH:32][CH:31]=1.C1(P(C2C=CC=CC=2)C2C=CC=CC=2)C=CC=CC=1.N(C(OCC)=O)=NC(OCC)=O.N. The catalyst is C1COCC1.C(Cl)(Cl)Cl. The product is [Cl:29][C:30]1[CH:35]=[CH:34][C:33]([O:1][C@H:2]([C:23]2[CH:24]=[CH:25][CH:26]=[CH:27][CH:28]=2)[CH2:3][CH2:4][N:5]2[CH2:10][CH2:9][CH:8]([C:11]3[CH:12]=[C:13]([NH:17][C:18](=[O:22])[CH:19]([CH3:21])[CH3:20])[CH:14]=[CH:15][CH:16]=3)[CH2:7][CH2:6]2)=[CH:32][CH:31]=1. The yield is 0.269. (8) The reactants are Cl.[CH3:2][O:3][C:4](=[O:14])[C@H:5]([CH2:7][C:8]1[CH:13]=[CH:12][CH:11]=[CH:10][CH:9]=1)[NH2:6].[O-:15][C:16]#[N:17].[K+]. The catalyst is O. The product is [NH2:17][C:16]([NH:6][CH:5]([CH2:7][C:8]1[CH:13]=[CH:12][CH:11]=[CH:10][CH:9]=1)[C:4]([O:3][CH3:2])=[O:14])=[O:15]. The yield is 0.760. (9) The reactants are [Br:1][CH2:2][CH2:3][CH2:4][CH2:5][CH2:6][CH2:7][CH2:8][CH2:9][CH2:10][CH2:11][CH2:12][CH3:13].[CH3:14][N:15]1[CH:19]=[CH:18][N:17]=[CH:16]1. No catalyst specified. The product is [Br-:1].[CH2:2]([N+:17]1[CH:18]=[CH:19][N:15]([CH3:14])[CH:16]=1)[CH2:3][CH2:4][CH2:5][CH2:6][CH2:7][CH2:8][CH2:9][CH2:10][CH2:11][CH2:12][CH3:13]. The yield is 0.830.